The task is: Regression. Given two drug SMILES strings and cell line genomic features, predict the synergy score measuring deviation from expected non-interaction effect.. This data is from NCI-60 drug combinations with 297,098 pairs across 59 cell lines. (1) Drug 1: CC1C(C(CC(O1)OC2CC(CC3=C2C(=C4C(=C3O)C(=O)C5=C(C4=O)C(=CC=C5)OC)O)(C(=O)CO)O)N)O.Cl. Drug 2: C1CN(P(=O)(OC1)NCCCl)CCCl. Cell line: HOP-92. Synergy scores: CSS=8.43, Synergy_ZIP=-6.00, Synergy_Bliss=-4.36, Synergy_Loewe=-8.78, Synergy_HSA=-3.81. (2) Drug 1: CCCS(=O)(=O)NC1=C(C(=C(C=C1)F)C(=O)C2=CNC3=C2C=C(C=N3)C4=CC=C(C=C4)Cl)F. Drug 2: CC12CCC3C(C1CCC2OP(=O)(O)O)CCC4=C3C=CC(=C4)OC(=O)N(CCCl)CCCl.[Na+]. Cell line: DU-145. Synergy scores: CSS=1.81, Synergy_ZIP=0.775, Synergy_Bliss=0.162, Synergy_Loewe=-3.63, Synergy_HSA=-3.17. (3) Drug 1: CC(C1=C(C=CC(=C1Cl)F)Cl)OC2=C(N=CC(=C2)C3=CN(N=C3)C4CCNCC4)N. Drug 2: CC1=C(C=C(C=C1)NC(=O)C2=CC=C(C=C2)CN3CCN(CC3)C)NC4=NC=CC(=N4)C5=CN=CC=C5. Cell line: HOP-92. Synergy scores: CSS=1.79, Synergy_ZIP=-2.84, Synergy_Bliss=-4.14, Synergy_Loewe=-3.94, Synergy_HSA=-3.92. (4) Drug 1: C1CN1C2=NC(=NC(=N2)N3CC3)N4CC4. Synergy scores: CSS=31.9, Synergy_ZIP=6.12, Synergy_Bliss=9.27, Synergy_Loewe=-15.5, Synergy_HSA=6.50. Drug 2: C(=O)(N)NO. Cell line: SF-539. (5) Synergy scores: CSS=55.2, Synergy_ZIP=-10.5, Synergy_Bliss=-8.95, Synergy_Loewe=-6.13, Synergy_HSA=-4.13. Drug 1: C1=NC2=C(N1)C(=S)N=C(N2)N. Drug 2: CC1C(C(CC(O1)OC2CC(CC3=C2C(=C4C(=C3O)C(=O)C5=CC=CC=C5C4=O)O)(C(=O)C)O)N)O. Cell line: HS 578T. (6) Drug 1: C1C(C(OC1N2C=NC3=C(N=C(N=C32)Cl)N)CO)O. Drug 2: C1=NNC2=C1C(=O)NC=N2. Cell line: CCRF-CEM. Synergy scores: CSS=42.2, Synergy_ZIP=-2.67, Synergy_Bliss=-4.69, Synergy_Loewe=-6.42, Synergy_HSA=-3.23. (7) Drug 1: COC1=NC(=NC2=C1N=CN2C3C(C(C(O3)CO)O)O)N. Drug 2: CC1=C(C(=O)C2=C(C1=O)N3CC4C(C3(C2COC(=O)N)OC)N4)N. Cell line: SK-MEL-28. Synergy scores: CSS=16.8, Synergy_ZIP=-4.21, Synergy_Bliss=-5.74, Synergy_Loewe=-29.9, Synergy_HSA=-4.32.